From a dataset of Full USPTO retrosynthesis dataset with 1.9M reactions from patents (1976-2016). Predict the reactants needed to synthesize the given product. (1) Given the product [Cl:1][C:2]1[CH:7]=[CH:6][C:5]([N:8]2[C:16]([C:17]([NH:19][CH3:20])=[O:18])=[C:15]3[C:10]([CH:11]=[C:12]([N:24]([CH2:38][CH2:37][CH:36]([CH2:35][OH:34])[CH:40]([OH:42])[CH3:41])[S:30]([CH3:33])(=[O:32])=[O:31])[C:13]([CH:21]4[CH2:23][CH2:22]4)=[CH:14]3)=[N:9]2)=[CH:4][CH:3]=1.[Cl:1][C:2]1[CH:7]=[CH:6][C:5]([N:8]2[C:16]([C:17]([NH:19][CH3:20])=[O:18])=[C:15]3[C:10]([CH:11]=[C:12]([N:24]([CH2:25][CH2:26][CH:27]4[CH2:44][O:46][CH:28]4[CH3:29])[S:30]([CH3:33])(=[O:32])=[O:31])[C:13]([CH:21]4[CH2:23][CH2:22]4)=[CH:14]3)=[N:9]2)=[CH:4][CH:3]=1, predict the reactants needed to synthesize it. The reactants are: [Cl:1][C:2]1[CH:7]=[CH:6][C:5]([N:8]2[C:16]([C:17]([NH:19][CH3:20])=[O:18])=[C:15]3[C:10]([CH:11]=[C:12]([N:24]([S:30]([CH3:33])(=[O:32])=[O:31])[CH2:25][CH2:26][CH2:27][CH:28]=[CH2:29])[C:13]([CH:21]4[CH2:23][CH2:22]4)=[CH:14]3)=[N:9]2)=[CH:4][CH:3]=1.[OH:34][CH2:35][CH:36]([CH:40]([OH:42])[CH3:41])[CH2:37][CH2:38]O.C[C:44](C)([O-:46])C.[K+].C1(C)C=CC(S(Cl)(=O)=O)=CC=1.[Cl-].[NH4+]. (2) Given the product [F:27][C:28]([F:35])([C:31]([F:34])([F:33])[F:32])[CH2:29][O:30][C:2]1[CH:3]=[N:4][CH:5]=[CH:6][C:7]=1[C:8]1[O:9][C:10]2[CH:16]=[CH:15][C:14]([C:17]([F:20])([F:19])[F:18])=[CH:13][C:11]=2[N:12]=1, predict the reactants needed to synthesize it. The reactants are: F[C:2]1[CH:3]=[N:4][CH:5]=[CH:6][C:7]=1[C:8]1[O:9][C:10]2[CH:16]=[CH:15][C:14]([C:17]([F:20])([F:19])[F:18])=[CH:13][C:11]=2[N:12]=1.C(=O)([O-])[O-].[K+].[K+].[F:27][C:28]([F:35])([C:31]([F:34])([F:33])[F:32])[CH2:29][OH:30]. (3) Given the product [Cl:1][C:2]1[C:3]([CH3:26])=[N:4][O:5][C:6]=1[N:7]([CH2:20][O:21][CH2:22][CH2:23][O:24][CH3:25])[S:8]([C:11]1[C:19]2[C:14](=[N:15][CH:16]=[CH:17][CH:18]=2)[S:13][C:12]=1[CH:36]([OH:37])[C:35]1[C:38]([O:42][CH3:43])=[CH:39][CH:40]=[CH:41][C:34]=1[O:33][CH3:32])(=[O:9])=[O:10], predict the reactants needed to synthesize it. The reactants are: [Cl:1][C:2]1[C:3]([CH3:26])=[N:4][O:5][C:6]=1[N:7]([CH2:20][O:21][CH2:22][CH2:23][O:24][CH3:25])[S:8]([C:11]1[C:19]2[C:14](=[N:15][CH:16]=[CH:17][CH:18]=2)[S:13][CH:12]=1)(=[O:10])=[O:9].[Li]CCCC.[CH3:32][O:33][C:34]1[CH:41]=[CH:40][CH:39]=[C:38]([O:42][CH3:43])[C:35]=1[CH:36]=[O:37]. (4) Given the product [C:2]([C:7]1[O:11][C:10]([CH2:12][N:13]2[CH:17]=[C:16]([NH:18][C:33](=[O:34])/[CH:32]=[CH:31]/[C:21]3[CH:22]=[CH:23][C:24]([C:27]([F:28])([F:29])[F:30])=[C:25]([F:26])[C:20]=3[F:19])[CH:15]=[N:14]2)=[CH:9][CH:8]=1)(=[O:6])[CH3:1], predict the reactants needed to synthesize it. The reactants are: [CH3:1][C:2]1([C:7]2[O:11][C:10]([CH2:12][N:13]3[CH:17]=[C:16]([NH2:18])[CH:15]=[N:14]3)=[CH:9][CH:8]=2)[O:6]CCO1.[F:19][C:20]1[C:25]([F:26])=[C:24]([C:27]([F:30])([F:29])[F:28])[CH:23]=[CH:22][C:21]=1/[CH:31]=[CH:32]/[C:33](O)=[O:34]. (5) Given the product [Br:1][C:2]1[CH:3]=[CH:4][C:5]([C@H:8]([NH:13][C@@H:14]([CH2:15][CH2:16][C:17]([F:18])([F:19])[F:20])[CH2:21][OH:22])[C:9]([F:12])([F:11])[F:10])=[CH:6][CH:7]=1, predict the reactants needed to synthesize it. The reactants are: [Br:1][C:2]1[CH:7]=[CH:6][C:5]([CH:8]([NH:13][C@H:14]([C:21](C)(C)[O:22][SiH2]C(C)(C)C)[CH2:15][CH2:16][C:17]([F:20])([F:19])[F:18])[C:9]([F:12])([F:11])[F:10])=[CH:4][CH:3]=1.[F-].C([NH3+])(C)(C)C. (6) Given the product [F:12][C:10]1[CH:9]=[CH:8][CH:7]=[C:6]2[C:11]=1[C:2]([NH:13][C:14]1[CH:15]=[C:16]3[C:20](=[CH:21][CH:22]=1)[NH:19][N:18]=[CH:17]3)=[N:3][CH:4]=[N:5]2, predict the reactants needed to synthesize it. The reactants are: Cl[C:2]1[C:11]2[C:6](=[CH:7][CH:8]=[CH:9][C:10]=2[F:12])[N:5]=[CH:4][N:3]=1.[NH2:13][C:14]1[CH:15]=[C:16]2[C:20](=[CH:21][CH:22]=1)[NH:19][N:18]=[CH:17]2.